From a dataset of Catalyst prediction with 721,799 reactions and 888 catalyst types from USPTO. Predict which catalyst facilitates the given reaction. Reactant: [C:1]([O:5][C:6](=[O:23])[NH:7][CH2:8][CH:9]([CH3:22])[C:10]([CH:12]1C(=O)OC(C)(C)[O:14][C:13]1=O)=[O:11])([CH3:4])([CH3:3])[CH3:2]. Product: [CH3:22][CH:9]1[CH2:8][N:7]([C:6]([O:5][C:1]([CH3:4])([CH3:3])[CH3:2])=[O:23])[C:13](=[O:14])[CH2:12][C:10]1=[O:11]. The catalyst class is: 13.